From a dataset of Full USPTO retrosynthesis dataset with 1.9M reactions from patents (1976-2016). Predict the reactants needed to synthesize the given product. (1) Given the product [OH:9][CH2:8][C:6]1[CH:5]=[C:4]([CH3:12])[N:3]=[C:2]([Cl:1])[N:7]=1, predict the reactants needed to synthesize it. The reactants are: [Cl:1][C:2]1[N:7]=[C:6]([C:8](OC)=[O:9])[CH:5]=[C:4]([CH3:12])[N:3]=1.O.[BH4-].[Na+]. (2) The reactants are: [Cl:1][C:2]1[CH:7]=[CH:6][CH:5]=[C:4]([Cl:8])[C:3]=1[C:9]1[C:13]([CH2:14][O:15][C:16]2[CH:17]=[C:18]3[C:23](=[CH:24][CH:25]=2)[CH:22]=[C:21]([C:26]2[CH:27]=[C:28]([C:32]([O:34]C)=[O:33])[CH:29]=[N:30][CH:31]=2)[CH:20]=[CH:19]3)=[C:12]([CH:36]([CH3:38])[CH3:37])[O:11][N:10]=1.[OH-].[Na+]. Given the product [Cl:8][C:4]1[CH:5]=[CH:6][CH:7]=[C:2]([Cl:1])[C:3]=1[C:9]1[C:13]([CH2:14][O:15][C:16]2[CH:17]=[C:18]3[C:23](=[CH:24][CH:25]=2)[CH:22]=[C:21]([C:26]2[CH:27]=[C:28]([C:32]([OH:34])=[O:33])[CH:29]=[N:30][CH:31]=2)[CH:20]=[CH:19]3)=[C:12]([CH:36]([CH3:38])[CH3:37])[O:11][N:10]=1, predict the reactants needed to synthesize it. (3) Given the product [O:1]1[CH:5]=[CH:4][CH:3]=[C:2]1[C:6]1[CH:7]=[C:8]([CH2:12][CH2:13][C:14]([OH:16])=[O:15])[CH:9]=[CH:10][CH:11]=1, predict the reactants needed to synthesize it. The reactants are: [O:1]1[CH:5]=[CH:4][CH:3]=[C:2]1[C:6]1[CH:7]=[C:8]([CH2:12][CH2:13][C:14]([O:16]CC)=[O:15])[CH:9]=[CH:10][CH:11]=1.[Li+].[OH-]. (4) Given the product [CH2:1]([O:5][CH2:6][CH2:7][O:8][C:9]1[CH:10]=[CH:11][C:12]([C:15]2[CH:16]=[CH:17][C:18]3[N:24]([CH2:25][CH2:26][CH3:27])[CH2:23][CH2:22][C:21]([C:28]([NH:55][C:52]4[CH:53]=[N:54][C:49]([S:48][CH2:47][C:43]5[CH:42]=[N:41][CH:46]=[CH:45][CH:44]=5)=[CH:50][CH:51]=4)=[O:29])=[CH:20][C:19]=3[CH:31]=2)=[CH:13][CH:14]=1)[CH2:2][CH2:3][CH3:4], predict the reactants needed to synthesize it. The reactants are: [CH2:1]([O:5][CH2:6][CH2:7][O:8][C:9]1[CH:14]=[CH:13][C:12]([C:15]2[CH:16]=[CH:17][C:18]3[N:24]([CH2:25][CH2:26][CH3:27])[CH2:23][CH2:22][C:21]([C:28](O)=[O:29])=[CH:20][C:19]=3[CH:31]=2)=[CH:11][CH:10]=1)[CH2:2][CH2:3][CH3:4].CN(C=O)C.S(Cl)(Cl)=O.[N:41]1[CH:46]=[CH:45][CH:44]=[C:43]([CH2:47][S:48][C:49]2[N:54]=[CH:53][C:52]([NH2:55])=[CH:51][CH:50]=2)[CH:42]=1. (5) Given the product [CH3:1][C:2]1[CH:7]=[CH:6][C:5]([S:8]([O:11][CH2:12][CH:13]2[CH2:17][C:16]3[C:18]([F:24])=[C:19]([F:23])[CH:20]=[C:21]([C:27]4[CH:28]=[CH:29][CH:30]=[CH:31][C:26]=4[CH3:25])[C:15]=3[O:14]2)(=[O:10])=[O:9])=[CH:4][CH:3]=1, predict the reactants needed to synthesize it. The reactants are: [CH3:1][C:2]1[CH:7]=[CH:6][C:5]([S:8]([O:11][CH2:12][CH:13]2[CH2:17][C:16]3[C:18]([F:24])=[C:19]([F:23])[CH:20]=[C:21](Br)[C:15]=3[O:14]2)(=[O:10])=[O:9])=[CH:4][CH:3]=1.[CH3:25][C:26]1[CH:31]=[CH:30][CH:29]=[CH:28][C:27]=1B(O)O.C(=O)([O-])[O-].[K+].[K+].